From a dataset of TCR-epitope binding with 47,182 pairs between 192 epitopes and 23,139 TCRs. Binary Classification. Given a T-cell receptor sequence (or CDR3 region) and an epitope sequence, predict whether binding occurs between them. (1) The epitope is LLQTGIHVRVSQPSL. The TCR CDR3 sequence is CASSLFPRGGARSPLHF. Result: 1 (the TCR binds to the epitope). (2) The epitope is YVLDHLIVV. The TCR CDR3 sequence is CASSESRGTDTQYF. Result: 0 (the TCR does not bind to the epitope). (3) The epitope is KLGGALQAK. The TCR CDR3 sequence is CATSRDRLGRGKGTEAFF. Result: 1 (the TCR binds to the epitope). (4) The epitope is RAKFKQLL. The TCR CDR3 sequence is CSVEPGTSYNEQFF. Result: 1 (the TCR binds to the epitope). (5) The epitope is KAFSPEVIPMF. The TCR CDR3 sequence is CASSWRQGATNYGYTF. Result: 0 (the TCR does not bind to the epitope). (6) The epitope is HPKVSSEVHI. The TCR CDR3 sequence is CASSPQNGGAPYNEQFF. Result: 0 (the TCR does not bind to the epitope). (7) The epitope is VTEHDTLLY. The TCR CDR3 sequence is CAWSVLGGAVETQYF. Result: 1 (the TCR binds to the epitope). (8) The epitope is KLNVGDYFV. The TCR CDR3 sequence is CASDKGTGNYGYTF. Result: 0 (the TCR does not bind to the epitope). (9) The epitope is TPRVTGGGAM. The TCR CDR3 sequence is CASSLVGQGLGDEQFF. Result: 1 (the TCR binds to the epitope). (10) The epitope is DPFRLLQNSQVFS. The TCR CDR3 sequence is CASSLGGANVLTF. Result: 0 (the TCR does not bind to the epitope).